The task is: Predict the reactants needed to synthesize the given product.. This data is from Full USPTO retrosynthesis dataset with 1.9M reactions from patents (1976-2016). (1) Given the product [C:22]([O:26][C:27]([NH:29][C:30]1([C@@H:34]2[CH2:38][CH2:37][N:36]([C:2]3[C:11]([O:12][CH3:13])=[C:10]4[C:5]([C:6](=[O:21])[C:7]([C:18]([OH:20])=[O:19])=[CH:8][N:9]4[C@@H:14]4[CH2:16][C@@H:15]4[F:17])=[CH:4][CH:3]=3)[CH2:35]2)[CH2:31][CH2:32][CH2:33]1)=[O:28])([CH3:25])([CH3:23])[CH3:24], predict the reactants needed to synthesize it. The reactants are: F[C:2]1[C:11]([O:12][CH3:13])=[C:10]2[C:5]([C:6](=[O:21])[C:7]([C:18]([OH:20])=[O:19])=[CH:8][N:9]2[C@@H:14]2[CH2:16][C@@H:15]2[F:17])=[CH:4][CH:3]=1.[C:22]([O:26][C:27]([NH:29][C:30]1([C@@H:34]2[CH2:38][CH2:37][NH:36][CH2:35]2)[CH2:33][CH2:32][CH2:31]1)=[O:28])([CH3:25])([CH3:24])[CH3:23].C(N(CC)CC)C. (2) Given the product [Br:1][C:2]1[CH:7]=[CH:6][C:5]([C:11]2([OH:13])[CH2:12][O:9][CH2:10]2)=[CH:4][CH:3]=1, predict the reactants needed to synthesize it. The reactants are: [Br:1][C:2]1[CH:7]=[CH:6][C:5](I)=[CH:4][CH:3]=1.[O:9]1[CH2:12][C:11](=[O:13])[CH2:10]1.[Li]CCCC. (3) The reactants are: [C:1]([C:5]1[CH:39]=[CH:38][C:8]([CH2:9][O:10][C:11]2[CH:16]=[CH:15][CH:14]=[CH:13][C:12]=2/[CH:17]=[CH:18]/[CH:19]([CH2:32][CH2:33][CH2:34][CH2:35][C:36]#[N:37])[CH2:20][CH2:21][C:22]2[CH:31]=[CH:30][C:25]([C:26]([O:28][CH3:29])=[O:27])=[CH:24][CH:23]=2)=[CH:7][CH:6]=1)([CH3:4])([CH3:3])[CH3:2].C[Si]([N:44]=[N+:45]=[N-:46])(C)C.C([Sn](=O)CCCC)CCC. Given the product [C:1]([C:5]1[CH:39]=[CH:38][C:8]([CH2:9][O:10][C:11]2[CH:16]=[CH:15][CH:14]=[CH:13][C:12]=2/[CH:17]=[CH:18]/[CH:19]([CH2:32][CH2:33][CH2:34][CH2:35][C:36]2[NH:46][N:45]=[N:44][N:37]=2)[CH2:20][CH2:21][C:22]2[CH:31]=[CH:30][C:25]([C:26]([O:28][CH3:29])=[O:27])=[CH:24][CH:23]=2)=[CH:7][CH:6]=1)([CH3:4])([CH3:2])[CH3:3], predict the reactants needed to synthesize it. (4) Given the product [CH2:26]([N:37]([CH3:35])[C:11]([C:8]1[N:7]([C:14]2[CH:19]=[CH:18][C:17]([F:20])=[CH:16][CH:15]=2)[C:6]([S:5][CH2:4][C:3]2[C:21]([F:25])=[CH:22][CH:23]=[CH:24][C:2]=2[Cl:1])=[N:10][CH:9]=1)=[O:12])[C:27]1[CH:28]=[CH:29][CH:30]=[CH:31][CH:32]=1, predict the reactants needed to synthesize it. The reactants are: [Cl:1][C:2]1[CH:24]=[CH:23][CH:22]=[C:21]([F:25])[C:3]=1[CH2:4][S:5][C:6]1[N:7]([C:14]2[CH:19]=[CH:18][C:17]([F:20])=[CH:16][CH:15]=2)[C:8]([C:11](O)=[O:12])=[CH:9][N:10]=1.[CH2:26](CN)[C:27]1[CH:32]=[CH:31][CH:30]=[CH:29][CH:28]=1.[CH2:35]([N:37](CC)CC)C.CCCP(=O)=O. (5) The reactants are: [C:1]([CH2:3][C:4]1[CH:8]=[C:7]([C:9]2[CH:14]=[CH:13][C:12]([C@H:15]3[O:19]C(C)(C)[N:17](C(OC(C)(C)C)=O)[C@@H:16]3[CH2:29][F:30])=[CH:11][CH:10]=2)[O:6][N:5]=1)#[N:2].FC(F)(F)C(O)=O. Given the product [NH2:17][C@H:16]([CH2:29][F:30])[C@@H:15]([C:12]1[CH:11]=[CH:10][C:9]([C:7]2[O:6][N:5]=[C:4]([CH2:3][C:1]#[N:2])[CH:8]=2)=[CH:14][CH:13]=1)[OH:19], predict the reactants needed to synthesize it. (6) Given the product [OH:13][S:12]([NH:11][CH:6]1[CH2:5][C:4]2[C:8](=[CH:9][CH:10]=[C:2]([C:25]3[CH:24]=[C:23]([S:20]([N:19]([CH3:32])[CH3:18])(=[O:21])=[O:22])[CH:28]=[CH:27][CH:26]=3)[CH:3]=2)[CH2:7]1)([OH:14])[CH:15]([CH3:17])[CH3:16], predict the reactants needed to synthesize it. The reactants are: I[C:2]1[CH:3]=[C:4]2[C:8](=[CH:9][CH:10]=1)[CH2:7][CH:6]([NH:11][S:12]([CH:15]([CH3:17])[CH3:16])(=[O:14])=[O:13])[CH2:5]2.[CH3:18][N:19]([CH3:32])[S:20]([C:23]1[CH:24]=[C:25](B(O)O)[CH:26]=[CH:27][CH:28]=1)(=[O:22])=[O:21]. (7) Given the product [C:11]([O:15][C:16]([NH:18][C@H:19]1[CH2:23][C@@:22]([CH2:29][O:30][CH2:31][CH3:32])([C:24]([O:26][CH3:27])=[O:25])[CH:21]=[CH:20]1)=[O:17])([CH3:14])([CH3:13])[CH3:12], predict the reactants needed to synthesize it. The reactants are: C[Si](C)(C)[N-][Si](C)(C)C.[Li+].[C:11]([O:15][C:16]([NH:18][C@H:19]1[CH2:23][C@@H:22]([C:24]([O:26][CH3:27])=[O:25])[CH:21]=[CH:20]1)=[O:17])([CH3:14])([CH3:13])[CH3:12].Cl[CH2:29][O:30][CH2:31][CH3:32]. (8) Given the product [C:1]([C:5]1[CH:6]=[C:7]([CH:11]=[C:12]([C:16]([CH3:19])([CH3:18])[CH3:17])[C:13]=1[O:14][CH3:15])[C:8](=[S:29])[NH2:10])([CH3:4])([CH3:3])[CH3:2], predict the reactants needed to synthesize it. The reactants are: [C:1]([C:5]1[CH:6]=[C:7]([CH:11]=[C:12]([C:16]([CH3:19])([CH3:18])[CH3:17])[C:13]=1[O:14][CH3:15])[C:8]([NH2:10])=O)([CH3:4])([CH3:3])[CH3:2].COC1C=CC(P2(SP(C3C=CC(OC)=CC=3)(=S)S2)=[S:29])=CC=1.